Dataset: Full USPTO retrosynthesis dataset with 1.9M reactions from patents (1976-2016). Task: Predict the reactants needed to synthesize the given product. (1) The reactants are: [C:1]([OH:6])(=O)[C:2]([CH3:4])=[CH2:3].ClC(OCC)=O.C(#N)C.[NH2:16][C:17]1[CH:22]=[CH:21][C:20]([S:23]([NH2:26])(=[O:25])=[O:24])=[CH:19][CH:18]=1. Given the product [NH2:26][S:23]([C:20]1[CH:19]=[CH:18][C:17]([NH:16][C:1](=[O:6])[C:2]([CH3:4])=[CH2:3])=[CH:22][CH:21]=1)(=[O:24])=[O:25], predict the reactants needed to synthesize it. (2) Given the product [CH2:2]([O:4][C:5](=[O:10])[CH2:6][CH2:7][CH2:8][NH:9][CH2:20][C:17]1[CH:18]=[CH:19][C:14]2[CH:13]=[CH:12][O:11][C:15]=2[CH:16]=1)[CH3:3], predict the reactants needed to synthesize it. The reactants are: Cl.[CH2:2]([O:4][C:5](=[O:10])[CH2:6][CH2:7][CH2:8][NH2:9])[CH3:3].[O:11]1[C:15]2[CH:16]=[C:17]([CH:20]=O)[CH:18]=[CH:19][C:14]=2[CH:13]=[CH:12]1.[O-]S([O-])(=O)=O.[Mg+2].[BH4-].[Na+]. (3) The reactants are: FC1(F)[CH2:7][CH2:6][N:5]([CH:8]([C:11]2[CH:16]=CC(C(F)(F)F)=C[CH:12]=2)[CH2:9][NH2:10])[CH2:4][CH2:3]1.[CH:22]1([C:25]2[N:30]=CC(C=O)=C[N:26]=2)[CH2:24][CH2:23]1.N1CC[O:36]CC1. Given the product [CH:22]1([C:25]2[N:30]=[CH:12][C:11]([CH:8]([N:5]3[CH2:4][CH2:3][O:36][CH2:7][CH2:6]3)[CH2:9][NH2:10])=[CH:16][N:26]=2)[CH2:24][CH2:23]1, predict the reactants needed to synthesize it. (4) Given the product [Br:10][C:11]1[CH:16]=[C:15]2[C:14](=[CH:13][CH:12]=1)[O:9][C:6]1([CH2:7][CH2:8][CH:4]([CH:1]([CH3:3])[CH3:2])[CH2:5]1)[CH2:18][C:17]2=[O:19], predict the reactants needed to synthesize it. The reactants are: [CH:1]([CH:4]1[CH2:8][CH2:7][C:6](=[O:9])[CH2:5]1)([CH3:3])[CH3:2].[Br:10][C:11]1[CH:12]=[CH:13][C:14](O)=[C:15]([C:17](=[O:19])[CH3:18])[CH:16]=1.N1CCCC1. (5) Given the product [CH3:26][C:23]1[C:22]([CH2:27][NH:37][C:35]2[S:36][C:32]3[CH:31]=[C:30]([CH3:29])[CH:39]=[CH:38][C:33]=3[N:34]=2)=[C:21]([C:18]2[CH:17]=[CH:16][C:15]([C:12]3[CH:13]=[CH:14][C:9]([C:6]4([C:4]([OH:5])=[O:3])[CH2:8][CH2:7]4)=[CH:10][CH:11]=3)=[CH:20][CH:19]=2)[O:25][N:24]=1, predict the reactants needed to synthesize it. The reactants are: C([O:3][C:4]([C:6]1([C:9]2[CH:14]=[CH:13][C:12]([C:15]3[CH:20]=[CH:19][C:18]([C:21]4[O:25][N:24]=[C:23]([CH3:26])[C:22]=4[CH2:27]Br)=[CH:17][CH:16]=3)=[CH:11][CH:10]=2)[CH2:8][CH2:7]1)=[O:5])C.[CH3:29][C:30]1[CH:39]=[CH:38][C:33]2[N:34]=[C:35]([NH2:37])[S:36][C:32]=2[CH:31]=1.